Dataset: Forward reaction prediction with 1.9M reactions from USPTO patents (1976-2016). Task: Predict the product of the given reaction. (1) Given the reactants [F:1][C:2]([F:16])([F:15])[C:3]1[CH:4]=[CH:5][C:6]([N:9]2[CH2:14][CH2:13][NH:12][CH2:11][CH2:10]2)=[N:7][CH:8]=1.CCN(C(C)C)C(C)C.Br[CH:27]([CH3:33])[C:28]([O:30][CH2:31][CH3:32])=[O:29], predict the reaction product. The product is: [CH2:31]([O:30][C:28](=[O:29])[CH:27]([N:12]1[CH2:11][CH2:10][N:9]([C:6]2[CH:5]=[CH:4][C:3]([C:2]([F:1])([F:15])[F:16])=[CH:8][N:7]=2)[CH2:14][CH2:13]1)[CH3:33])[CH3:32]. (2) The product is: [Cl:1][CH2:2][CH2:3][CH2:4][O:5][C:6]1[CH:7]=[C:8]2[C:9]([C:14](=[O:20])[CH:15]=[CH:16][NH:21]2)=[CH:10][C:11]=1[O:12][CH3:13]. Given the reactants [Cl:1][CH2:2][CH2:3][CH2:4][O:5][C:6]1[C:11]([O:12][CH3:13])=[CH:10][C:9]([C:14](=[O:20])/[CH:15]=[CH:16]/N(C)C)=[C:8]([N+:21]([O-])=O)[CH:7]=1, predict the reaction product.